Dataset: Forward reaction prediction with 1.9M reactions from USPTO patents (1976-2016). Task: Predict the product of the given reaction. (1) Given the reactants [Cl:1][C:2]1[CH:3]=[C:4]([N+:9]([O-:11])=[O:10])[CH:5]=[CH:6][C:7]=1F.[SH:12][C:13]1[S:14][CH:15]=[CH:16][N:17]=1, predict the reaction product. The product is: [Cl:1][C:2]1[CH:3]=[C:4]([N+:9]([O-:11])=[O:10])[CH:5]=[CH:6][C:7]=1[S:12][C:13]1[S:14][CH:15]=[CH:16][N:17]=1. (2) Given the reactants [NH2:1][C:2]1[N:7]=[C:6](/[C:8](=[C:11]2\[NH:12][C:13]3[CH:21]=[CH:20][CH:19]=[CH:18][C:14]=3[N:15]\2[CH2:16][CH3:17])/[C:9]#[N:10])[C:5]([CH3:22])=[CH:4][N:3]=1.Cl.[CH3:24][N:25]([CH3:32])[CH2:26][CH2:27][CH2:28][C:29](O)=[O:30], predict the reaction product. The product is: [C:9](/[C:8](=[C:11]1/[NH:12][C:13]2[CH:21]=[CH:20][CH:19]=[CH:18][C:14]=2[N:15]/1[CH2:16][CH3:17])/[C:6]1[C:5]([CH3:22])=[CH:4][N:3]=[C:2]([NH:1][C:29](=[O:30])[CH2:28][CH2:27][CH2:26][N:25]([CH3:32])[CH3:24])[N:7]=1)#[N:10]. (3) Given the reactants [Si:1]([O:8][CH2:9][C@@H:10]([N:24]([CH2:37][CH:38]([CH3:40])[CH3:39])[S:25]([C:28]1[CH:36]=[CH:35][C:31]2[N:32]=[CH:33][S:34][C:30]=2[CH:29]=1)(=[O:27])=[O:26])[C:11]1[S:12][C:13](/[CH:16]=[N:17]\[S:18]([C:20]([CH3:23])([CH3:22])[CH3:21])=[O:19])=[CH:14][CH:15]=1)([C:4]([CH3:7])([CH3:6])[CH3:5])([CH3:3])[CH3:2].[BH4-].[Na+], predict the reaction product. The product is: [Si:1]([O:8][CH2:9][C@@H:10]([N:24]([CH2:37][CH:38]([CH3:40])[CH3:39])[S:25]([C:28]1[CH:36]=[CH:35][C:31]2[N:32]=[CH:33][S:34][C:30]=2[CH:29]=1)(=[O:27])=[O:26])[C:11]1[S:12][C:13]([CH2:16][NH:17][S:18]([C:20]([CH3:21])([CH3:22])[CH3:23])=[O:19])=[CH:14][CH:15]=1)([C:4]([CH3:6])([CH3:7])[CH3:5])([CH3:2])[CH3:3]. (4) Given the reactants C[C@H]1CO[C@@]2(O[C@H]3C[C@H]4[C@@H:16]5[CH2:17][CH:18]=[C:19]6[CH2:24][C@@H:23]([OH:25])[CH2:22][CH2:21][C@:20]6(C)[C@H:15]5[CH2:14][CH2:13][C@]4(C)[C@H]3[C@@H]2C)CC1.[Br:31][C:32]1[CH:33]=[C:34]([CH2:38][C:39](=[O:48])[CH2:40][C:41]2[CH:46]=[CH:45][CH:44]=[C:43]([Br:47])[CH:42]=2)[CH:35]=[CH:36][CH:37]=1.C1(=O)C2=C3C(=CC=C2)C=CC=C3C1=O.[OH-].[K+], predict the reaction product. The product is: [Br:31][C:32]1[CH:33]=[C:34]([C:38]2[C:39](=[O:48])[C:40]([C:41]3[CH:46]=[CH:45][CH:44]=[C:43]([Br:47])[CH:42]=3)=[C:13]3[C:21]4=[C:20]5[C:19](=[CH:24][C:23](=[O:25])[CH2:22]4)[CH:18]=[CH:17][CH:16]=[C:15]5[C:14]=23)[CH:35]=[CH:36][CH:37]=1. (5) The product is: [F:1][C:2]1[CH:3]=[CH:4][C:5]([C:8]2[N:13]=[C:12]3[CH:14]=[CH:15][N:16]([CH3:17])[C:11]3=[C:10]([C:20]3[CH:25]=[CH:24][C:23]([F:26])=[CH:22][CH:21]=3)[C:9]=2[C:27]2[CH:28]=[CH:29][N:30]=[CH:31][CH:32]=2)=[CH:6][CH:7]=1. Given the reactants [F:1][C:2]1[CH:7]=[CH:6][C:5]([C:8]2[N:13]=[C:12]3[CH:14]=[C:15](CO)[N:16]([CH3:17])[C:11]3=[C:10]([C:20]3[CH:25]=[CH:24][C:23]([F:26])=[CH:22][CH:21]=3)[C:9]=2[C:27]2[CH:32]=[CH:31][N:30]=[CH:29][CH:28]=2)=[CH:4][CH:3]=1.CC([O-])(C)C.[K+].Cl.CCOC(C)=O, predict the reaction product.